The task is: Predict which catalyst facilitates the given reaction.. This data is from Catalyst prediction with 721,799 reactions and 888 catalyst types from USPTO. (1) Reactant: [Cl:1][C:2]1[CH:3]=[CH:4][C:5]([C@:8]([C:17]2[CH:22]=[C:21]([C:23]([F:26])([F:25])[F:24])[CH:20]=[C:19]([F:27])[CH:18]=2)([NH2:16])[CH2:9][C:10]2[CH:15]=[CH:14][CH:13]=[CH:12][CH:11]=2)=[N:6][CH:7]=1.C([O-])([O-])=O.[K+].[K+].[C:34](Cl)(=[O:45])[O:35][C:36]1[CH:41]=[CH:40][C:39]([N+:42]([O-:44])=[O:43])=[CH:38][CH:37]=1. Product: [Cl:1][C:2]1[CH:3]=[CH:4][C:5]([C@@:8]([NH:16][C:34](=[O:45])[O:35][C:36]2[CH:37]=[CH:38][C:39]([N+:42]([O-:44])=[O:43])=[CH:40][CH:41]=2)([C:17]2[CH:22]=[C:21]([C:23]([F:26])([F:24])[F:25])[CH:20]=[C:19]([F:27])[CH:18]=2)[CH2:9][C:10]2[CH:11]=[CH:12][CH:13]=[CH:14][CH:15]=2)=[N:6][CH:7]=1. The catalyst class is: 4. (2) Reactant: C[O:2][C:3]1[N:8]=[N:7][C:6]([C:9]([O:11][CH3:12])=[O:10])=[CH:5][CH:4]=1.C[Si](Cl)(C)C. Product: [O:2]=[C:3]1[NH:8][N:7]=[C:6]([C:9]([O:11][CH3:12])=[O:10])[CH:5]=[CH:4]1. The catalyst class is: 10. (3) Reactant: [Cl-:1].[Cl-].[CH-:3]1[CH:7]=[CH:6][CH:5]=[CH:4]1.[CH-:8]1[CH:12]=[CH:11][CH:10]=[CH:9]1.[Ti+2:13].O=O.C([Li])CCC.[C:21]1([C:27]#[C:28][C:29]2[CH:34]=[CH:33][CH:32]=[CH:31][CH:30]=2)[CH:26]=[CH:25][CH:24]=[CH:23][CH:22]=1.[Cl:35][P:36]([C:43]1[CH:48]=[CH:47][CH:46]=[CH:45][CH:44]=1)[C:37]1[CH:42]=[CH:41][CH:40]=[CH:39][CH:38]=1.Cl. Product: [Cl-:35].[Ti+4:13].[CH:3]1([P:36]([CH:8]2[CH:12]=[CH:11][CH:10]=[CH:9]2)([C:28]([C:29]2[CH:30]=[CH:31][CH:32]=[CH:33][CH:34]=2)=[CH:27][C:21]2[CH:26]=[CH:25][CH:24]=[CH:23][CH:22]=2)([C:43]2[CH:44]=[CH:45][CH:46]=[CH:47][CH:48]=2)[C:37]2[CH:42]=[CH:41][CH:40]=[CH:39][CH:38]=2)[CH:7]=[CH:6][CH:5]=[CH:4]1.[Cl-:1].[Cl-:35].[Cl-:35]. The catalyst class is: 30.